This data is from Forward reaction prediction with 1.9M reactions from USPTO patents (1976-2016). The task is: Predict the product of the given reaction. Given the reactants [F:1][C:2]1[CH:7]=[C:6]([S:8][C:9]([F:12])([F:11])[F:10])[CH:5]=[CH:4][C:3]=1[N:13]([CH3:24])[C:14]([NH:16][CH2:17][C:18]1[CH:19]=[N:20][CH:21]=[CH:22][CH:23]=1)=[O:15].C(N(C(C)C)CC)(C)C.[F:34][C:35]1[CH:43]=[CH:42][CH:41]=[C:40]([F:44])[C:36]=1[C:37](Cl)=[O:38].C(OC)(C)(C)C, predict the reaction product. The product is: [F:34][C:35]1[CH:43]=[CH:42][CH:41]=[C:40]([F:44])[C:36]=1[C:37]([N:16]([CH2:17][C:18]1[CH:19]=[N:20][CH:21]=[CH:22][CH:23]=1)[C:14]([N:13]([C:3]1[CH:4]=[CH:5][C:6]([S:8][C:9]([F:12])([F:11])[F:10])=[CH:7][C:2]=1[F:1])[CH3:24])=[O:15])=[O:38].